Dataset: Reaction yield outcomes from USPTO patents with 853,638 reactions. Task: Predict the reaction yield, written as a fraction of the theoretical maximum amount of product (1.0 means a 100% yield; for example, 0.34 means a 34% yield). (1) The reactants are [CH:1]([O:4][C:5]1[CH:14]=[C:13]([C:15]([F:18])([F:17])[F:16])[C:12]2[C:7](=[CH:8][CH:9]=[C:10]3[NH:22][C@H:21]([CH3:23])[CH2:20][O:19][C:11]3=2)[N:6]=1)([CH3:3])[CH3:2].[CH:24](=O)[CH2:25][CH3:26].[BH3-]C#N.[Na+]. The catalyst is C(O)(C(F)(F)F)=O. The product is [CH:1]([O:4][C:5]1[CH:14]=[C:13]([C:15]([F:18])([F:17])[F:16])[C:12]2[C:7](=[CH:8][CH:9]=[C:10]3[N:22]([CH2:24][CH2:25][CH3:26])[C@H:21]([CH3:23])[CH2:20][O:19][C:11]3=2)[N:6]=1)([CH3:3])[CH3:2]. The yield is 1.00. (2) The reactants are C([NH:4][C:5]1(C(OCC)=O)[CH2:14][C:13]2[C:8](=[CH:9][CH:10]=[CH:11][CH:12]=2)[NH:7][C:6]1=[O:15])(=O)C. The catalyst is Cl. The product is [NH2:4][CH:5]1[CH2:14][C:13]2[C:8](=[CH:9][CH:10]=[CH:11][CH:12]=2)[NH:7][C:6]1=[O:15]. The yield is 0.720. (3) The catalyst is C1COCC1. The product is [OH:16][CH2:15][C@H:12]1[CH2:11][CH2:10][C@H:9]([NH:8][C:6](=[O:7])[O:5][C:1]([CH3:3])([CH3:2])[CH3:4])[CH2:14][CH2:13]1. The reactants are [C:1]([O:5][C:6]([NH:8][C@H:9]1[CH2:14][CH2:13][C@H:12]([C:15](OC)=[O:16])[CH2:11][CH2:10]1)=[O:7])([CH3:4])([CH3:3])[CH3:2]. The yield is 0.690. (4) The reactants are [CH2:1]1[O:9][C:8]2[CH:7]=[CH:6][C:5]([OH:10])=[CH:4][C:3]=2[O:2]1.F[C:12]1[CH:17]=[CH:16][CH:15]=[CH:14][C:13]=1[N+:18]([O-:20])=[O:19].[CH2:21]1[O:37][C:36]2[CH:35]=[CH:34][C:25]([O:26][C:27]3[CH:33]=[CH:32][CH:31]=[CH:30][C:28]=3[NH2:29])=[CH:24][C:23]=2[O:22]1.[NH2:38][C:39]1[S:40][CH:41]=[CH:42][N:43]=1. No catalyst specified. The product is [CH2:1]1[O:9][C:8]2[CH:7]=[CH:6][C:5]([O:10][C:12]3[CH:17]=[CH:16][CH:15]=[CH:14][C:13]=3[N+:18]([O-:20])=[O:19])=[CH:4][C:3]=2[O:2]1.[CH2:21]1[O:37][C:36]2[CH:35]=[CH:34][C:25]([O:26][C:27]3[CH:33]=[CH:32][CH:31]=[CH:30][C:28]=3[NH:29][C:5]([NH:38][C:39]3[S:40][CH:41]=[CH:42][N:43]=3)=[O:10])=[CH:24][C:23]=2[O:22]1. The yield is 0.580.